Dataset: NCI-60 drug combinations with 297,098 pairs across 59 cell lines. Task: Regression. Given two drug SMILES strings and cell line genomic features, predict the synergy score measuring deviation from expected non-interaction effect. Drug 1: C1=NNC2=C1C(=O)NC=N2. Drug 2: CC1=C(C(=O)C2=C(C1=O)N3CC4C(C3(C2COC(=O)N)OC)N4)N. Cell line: BT-549. Synergy scores: CSS=16.3, Synergy_ZIP=-1.65, Synergy_Bliss=6.57, Synergy_Loewe=-18.7, Synergy_HSA=-0.753.